Dataset: Catalyst prediction with 721,799 reactions and 888 catalyst types from USPTO. Task: Predict which catalyst facilitates the given reaction. (1) Product: [CH3:1][N:2]([CH3:3])[CH2:52][CH2:51][O:50][C:47]1[CH:46]=[CH:45][C:44]([S:43][C:42]2[C:37]([C:35]([NH:34][C:32]3[S:31][N:30]=[C:29]([CH3:28])[N:33]=3)=[O:36])=[N:38][C:39]([S:54][C:55]3[N:59]([CH3:60])[CH:58]=[N:57][N:56]=3)=[CH:40][CH:41]=2)=[CH:49][CH:48]=1. The catalyst class is: 408. Reactant: [CH3:1][NH:2][CH3:3].O1CCCC1.C(O[BH-](OC(=O)C)OC(=O)C)(=O)C.[Na+].O1CCCC1.[CH3:28][C:29]1[N:33]=[C:32]([NH:34][C:35]([C:37]2[C:42]([S:43][C:44]3[CH:49]=[CH:48][C:47]([O:50][CH2:51][CH:52]=O)=[CH:46][CH:45]=3)=[CH:41][CH:40]=[C:39]([S:54][C:55]3[N:59]([CH3:60])[CH:58]=[N:57][N:56]=3)[N:38]=2)=[O:36])[S:31][N:30]=1. (2) The catalyst class is: 223. Reactant: [N:1]([O-])=O.[Na+].Cl.[NH2:6][C:7]1[NH:11][CH:10]=[N:9][C:8]=1[C:12]([NH2:14])=[O:13]. Product: [N+:6](=[C:7]1[N:11]=[CH:10][N:9]=[C:8]1[C:12]([NH2:14])=[O:13])=[N-:1]. (3) Reactant: [CH3:1][C:2]1[N:3]([C:8]2[CH:13]=[C:12]([F:14])[C:11]([C:15]3(O)[CH2:20][CH2:19][S:18][CH2:17][CH2:16]3)=[C:10]([F:22])[CH:9]=2)[C:4]([CH3:7])=[CH:5][CH:6]=1.O.C1(C)C=CC(S(O)(=O)=O)=CC=1. Product: [S:18]1[CH2:17][CH:16]=[C:15]([C:11]2[C:12]([F:14])=[CH:13][C:8]([N:3]3[C:2]([CH3:1])=[CH:6][CH:5]=[C:4]3[CH3:7])=[CH:9][C:10]=2[F:22])[CH2:20][CH2:19]1. The catalyst class is: 48. (4) Reactant: [CH2:1]([C:5]1[CH:10]=[CH:9][C:8]([C:11]#[C:12][C:13]2[CH:26]=[CH:25][CH:24]=[CH:23][C:14]=2[CH2:15][NH:16][CH2:17][CH2:18][CH2:19][CH2:20][CH2:21][CH3:22])=[CH:7][CH:6]=1)[CH2:2][CH2:3][CH3:4].[CH3:27][C:28]1([CH3:42])[O:33][C:32]2[CH:34]=[CH:35][C:36]([C:38]([OH:40])=O)=[CH:37][C:31]=2[C:30](=[O:41])[O:29]1.CCN=C=NCCCN(C)C.Cl.CCN(C(C)C)C(C)C.C1C=CC2N(O)N=NC=2C=1. Product: [CH2:1]([C:5]1[CH:10]=[CH:9][C:8]([C:11]#[C:12][C:13]2[CH:26]=[CH:25][CH:24]=[CH:23][C:14]=2[CH2:15][N:16]([CH2:17][CH2:18][CH2:19][CH2:20][CH2:21][CH3:22])[C:38]([C:36]2[CH:35]=[CH:34][C:32]3[O:33][C:28]([CH3:27])([CH3:42])[O:29][C:30](=[O:41])[C:31]=3[CH:37]=2)=[O:40])=[CH:7][CH:6]=1)[CH2:2][CH2:3][CH3:4]. The catalyst class is: 2. (5) Reactant: [NH2:1][C:2]1[CH:9]=[C:8]([O:10][CH3:11])[CH:7]=[CH:6][C:3]=1[CH:4]=[O:5].C1C(=O)N([Br:19])C(=O)C1. Product: [NH2:1][C:2]1[CH:9]=[C:8]([O:10][CH3:11])[C:7]([Br:19])=[CH:6][C:3]=1[CH:4]=[O:5]. The catalyst class is: 1. (6) Reactant: Br[CH2:2][CH2:3][CH2:4][N:5]1[C:9]2[CH:10]=[CH:11][CH:12]=[CH:13][C:8]=2[N:7]([C:14]2[CH:19]=[CH:18][C:17]([F:20])=[CH:16][C:15]=2[F:21])[S:6]1(=[O:23])=[O:22].[CH3:24][NH2:25]. Product: [F:21][C:15]1[CH:16]=[C:17]([F:20])[CH:18]=[CH:19][C:14]=1[N:7]1[C:8]2[CH:13]=[CH:12][CH:11]=[CH:10][C:9]=2[N:5]([CH2:4][CH2:3][CH2:2][NH:25][CH3:24])[S:6]1(=[O:23])=[O:22]. The catalyst class is: 5. (7) Reactant: Br[C:2]1[C:3]([C:16]2[CH:21]=[CH:20][CH:19]=[CH:18][CH:17]=2)=[N:4][C:5]2[C:10]([N:11]=1)=[CH:9][C:8]([C:12]([O:14][CH3:15])=[O:13])=[CH:7][CH:6]=2.Cl.[NH:23]1[CH2:27][CH2:26][C@@H:25]([OH:28])[CH2:24]1.C(=O)([O-])[O-].[K+].[K+].C1(C)C=CC=CC=1. Product: [OH:28][C@@H:25]1[CH2:26][CH2:27][N:23]([C:2]2[C:3]([C:16]3[CH:21]=[CH:20][CH:19]=[CH:18][CH:17]=3)=[N:4][C:5]3[C:10]([N:11]=2)=[CH:9][C:8]([C:12]([O:14][CH3:15])=[O:13])=[CH:7][CH:6]=3)[CH2:24]1. The catalyst class is: 16.